Dataset: Catalyst prediction with 721,799 reactions and 888 catalyst types from USPTO. Task: Predict which catalyst facilitates the given reaction. (1) Reactant: [C:1]1([C:7]2[CH:12]=[CH:11][CH:10]=[CH:9][C:8]=2[S:13][CH2:14][C:15]([OH:32])([CH3:31])[C:16]([NH:18][C:19]2[CH:24]=[CH:23][C:22]([C:25]#[N:26])=[C:21]([C:27]([F:30])([F:29])[F:28])[CH:20]=2)=[O:17])[CH:6]=[CH:5][CH:4]=[CH:3][CH:2]=1.OO.FC(F)(F)C(OC(=O)C(F)(F)F)=[O:38].[OH2:48]. Product: [C:1]1([C:7]2[CH:12]=[CH:11][CH:10]=[CH:9][C:8]=2[S:13]([CH2:14][C:15]([OH:32])([CH3:31])[C:16]([NH:18][C:19]2[CH:24]=[CH:23][C:22]([C:25]#[N:26])=[C:21]([C:27]([F:28])([F:29])[F:30])[CH:20]=2)=[O:17])(=[O:38])=[O:48])[CH:2]=[CH:3][CH:4]=[CH:5][CH:6]=1. The catalyst class is: 614. (2) Reactant: [CH:1]1([CH2:7][CH:8]([C:12]([O:14][CH2:15][CH3:16])=[O:13])[C:9](O)=[O:10])[CH2:6][CH2:5][CH2:4][CH2:3][CH2:2]1.C(Cl)(=O)C([Cl:20])=O. Product: [Cl:20][C:9]([CH:8]([CH2:7][CH:1]1[CH2:6][CH2:5][CH2:4][CH2:3][CH2:2]1)[C:12]([O:14][CH2:15][CH3:16])=[O:13])=[O:10]. The catalyst class is: 399.